This data is from Catalyst prediction with 721,799 reactions and 888 catalyst types from USPTO. The task is: Predict which catalyst facilitates the given reaction. (1) Reactant: [C:1]([CH:3]([CH:7]1[C:11]([Cl:12])=[C:10](Cl)C(=O)O1)[C:4]([NH2:6])=[O:5])#[N:2].Cl.[NH2:16][CH2:17][C:18]1[CH:23]=[CH:22][CH:21]=[CH:20][C:19]=1[S:24]([NH:27][CH:28]1[CH2:30][CH2:29]1)(=[O:26])=[O:25].C(=O)([O-])[O-].[K+].[K+].[OH-].[Na+]. Product: [ClH:12].[Cl:12][C:11]1[CH:7]=[C:3]([C:4]([NH2:6])=[O:5])[C:1](=[NH:2])[N:16]([CH2:17][C:18]2[CH:23]=[CH:22][CH:21]=[CH:20][C:19]=2[S:24](=[O:26])(=[O:25])[NH:27][CH:28]2[CH2:29][CH2:30]2)[CH:10]=1. The catalyst class is: 8. (2) Reactant: [C:1]([CH2:3][C:4]([O:6][C:7]([CH3:10])([CH3:9])[CH3:8])=[O:5])#[N:2].[CH:11](OCC)(OCC)OCC.C(OC(=O)C)(=O)C.Cl.[NH:29]([C:31]1[CH:36]=[CH:35][C:34]([CH2:37][C:38]([O:40][CH3:41])=[O:39])=[CH:33][CH:32]=1)[NH2:30].CCN(C(C)C)C(C)C. Product: [NH2:2][C:1]1[N:29]([C:31]2[CH:32]=[CH:33][C:34]([CH2:37][C:38]([O:40][CH3:41])=[O:39])=[CH:35][CH:36]=2)[N:30]=[CH:11][C:3]=1[C:4]([O:6][C:7]([CH3:10])([CH3:9])[CH3:8])=[O:5]. The catalyst class is: 5. (3) Reactant: [CH3:1][N:2]1[CH2:7][CH2:6][N:5]([C:8]2[CH:13]=[CH:12][CH:11]=[CH:10][C:9]=2[CH2:14][CH:15]2[CH2:19][CH2:18][N:17]([C:20]3[CH:25]=[CH:24][C:23]([C:26]([F:29])([F:28])[F:27])=[CH:22][CH:21]=3)[C:16]2=[O:30])[CH2:4][CH2:3]1.[C:31]1([CH3:58])[CH:36]=[CH:35][C:34]([C:37]([C@:39]([C:55]([OH:57])=[O:56])([OH:54])[C@:40]([C:45]([C:47]2[CH:52]=[CH:51][C:50]([CH3:53])=[CH:49][CH:48]=2)=[O:46])([OH:44])[C:41]([OH:43])=[O:42])=[O:38])=[CH:33][CH:32]=1. Product: [C:31]1([CH3:58])[CH:36]=[CH:35][C:34]([C:37]([C@:39]([C:55]([OH:57])=[O:56])([OH:54])[C@:40]([C:45]([C:47]2[CH:48]=[CH:49][C:50]([CH3:53])=[CH:51][CH:52]=2)=[O:46])([OH:44])[C:41]([OH:43])=[O:42])=[O:38])=[CH:33][CH:32]=1.[CH3:1][N:2]1[CH2:7][CH2:6][N:5]([C:8]2[CH:13]=[CH:12][CH:11]=[CH:10][C:9]=2[CH2:14][C@H:15]2[CH2:19][CH2:18][N:17]([C:20]3[CH:21]=[CH:22][C:23]([C:26]([F:29])([F:28])[F:27])=[CH:24][CH:25]=3)[C:16]2=[O:30])[CH2:4][CH2:3]1. The catalyst class is: 131. (4) Reactant: [OH:1][CH2:2][CH2:3][CH2:4][N:5]1[C:9]2=[N:10][CH:11]=[CH:12][C:13]([CH2:14][CH2:15][C:16]3[CH:21]=[CH:20][C:19]([O:22][C:23](=[O:28])[C:24]([CH3:27])([CH3:26])[CH3:25])=[CH:18][CH:17]=3)=[C:8]2[C:7]([O:29][C@@H:30]2[O:56][C@H:55]([CH2:57][O:58][C:59](=[O:64])[C:60]([CH3:63])([CH3:62])[CH3:61])[C@@H:47]([O:48][C:49](=[O:54])[C:50]([CH3:53])([CH3:52])[CH3:51])[C@H:39]([O:40][C:41](=[O:46])[C:42]([CH3:45])([CH3:44])[CH3:43])[C@H:31]2[O:32][C:33](=[O:38])[C:34]([CH3:37])([CH3:36])[CH3:35])=[N:6]1.C(N(CC)CC)C.[CH3:72][S:73](Cl)(=[O:75])=[O:74].Cl. Product: [CH3:72][S:73]([O:1][CH2:2][CH2:3][CH2:4][N:5]1[C:9]2=[N:10][CH:11]=[CH:12][C:13]([CH2:14][CH2:15][C:16]3[CH:17]=[CH:18][C:19]([O:22][C:23](=[O:28])[C:24]([CH3:27])([CH3:26])[CH3:25])=[CH:20][CH:21]=3)=[C:8]2[C:7]([O:29][C@@H:30]2[O:56][C@H:55]([CH2:57][O:58][C:59](=[O:64])[C:60]([CH3:63])([CH3:62])[CH3:61])[C@@H:47]([O:48][C:49](=[O:54])[C:50]([CH3:53])([CH3:52])[CH3:51])[C@H:39]([O:40][C:41](=[O:46])[C:42]([CH3:43])([CH3:44])[CH3:45])[C@H:31]2[O:32][C:33](=[O:38])[C:34]([CH3:37])([CH3:35])[CH3:36])=[N:6]1)(=[O:75])=[O:74]. The catalyst class is: 4. (5) Reactant: Cl[C:2]1[N:7]=[C:6]([CH2:8][CH2:9][C:10]2[CH:15]=[CH:14][CH:13]=[CH:12][C:11]=2[CH2:16][C:17]([NH2:19])=[O:18])[C:5]([CH3:20])=[CH:4][N:3]=1.[NH2:21][C:22]1[CH:23]=[N:24][N:25]([CH:27]2[CH2:30][N:29]([C:31]([O:33][C:34]([CH3:37])([CH3:36])[CH3:35])=[O:32])[CH2:28]2)[CH:26]=1.C([O-])([O-])=O.[Cs+].[Cs+].CC1(C)C2C(=C(P(C3C=CC=CC=3)C3C=CC=CC=3)C=CC=2)OC2C(P(C3C=CC=CC=3)C3C=CC=CC=3)=CC=CC1=2. Product: [NH2:19][C:17](=[O:18])[CH2:16][C:11]1[CH:12]=[CH:13][CH:14]=[CH:15][C:10]=1[CH2:9][CH2:8][C:6]1[C:5]([CH3:20])=[CH:4][N:3]=[C:2]([NH:21][C:22]2[CH:23]=[N:24][N:25]([CH:27]3[CH2:30][N:29]([C:31]([O:33][C:34]([CH3:37])([CH3:36])[CH3:35])=[O:32])[CH2:28]3)[CH:26]=2)[N:7]=1. The catalyst class is: 231. (6) Reactant: Cl.[NH2:2][CH:3]([C:7]1[CH:12]=[CH:11][CH:10]=[CH:9][CH:8]=1)[C:4](=O)[CH3:5].[C:13]([CH2:21][C:22]([O:24][CH2:25][CH3:26])=[O:23])(=O)[C:14]1[CH:19]=[CH:18][N:17]=[CH:16][CH:15]=1.C([O-])(=O)C.[NH4+]. Product: [CH2:25]([O:24][C:22]([C:21]1[C:4]([CH3:5])=[C:3]([C:7]2[CH:12]=[CH:11][CH:10]=[CH:9][CH:8]=2)[NH:2][C:13]=1[C:14]1[CH:19]=[CH:18][N:17]=[CH:16][CH:15]=1)=[O:23])[CH3:26]. The catalyst class is: 15. (7) Reactant: Br[C:2]1[CH:7]=[CH:6][C:5]([C:8]2[N:13]=[CH:12][C:11]([O:14][CH2:15][CH:16]3[CH2:21][CH2:20][N:19]([C:22]([O:24][C:25]([CH3:28])([CH3:27])[CH3:26])=[O:23])[CH2:18][CH2:17]3)=[CH:10][CH:9]=2)=[C:4]([F:29])[CH:3]=1.[Na+].[CH3:31][S:32]([O-:34])=[O:33].N1CCC[C@H]1C(O)=O.[OH-].[Na+]. Product: [F:29][C:4]1[CH:3]=[C:2]([S:32]([CH3:31])(=[O:34])=[O:33])[CH:7]=[CH:6][C:5]=1[C:8]1[N:13]=[CH:12][C:11]([O:14][CH2:15][CH:16]2[CH2:21][CH2:20][N:19]([C:22]([O:24][C:25]([CH3:28])([CH3:27])[CH3:26])=[O:23])[CH2:18][CH2:17]2)=[CH:10][CH:9]=1. The catalyst class is: 156. (8) Reactant: [CH3:1][O:2][C:3](=[O:11])[C:4]1[CH:9]=[CH:8][CH:7]=[C:6]([OH:10])[CH:5]=1.[CH2:12]([O:19][C:20](=[O:24])[C@@H:21](O)[CH3:22])[C:13]1[CH:18]=[CH:17][CH:16]=[CH:15][CH:14]=1.C1(P(C2C=CC=CC=2)C2C=CC=CC=2)C=CC=CC=1.CCOC(/N=N/C(OCC)=O)=O. The catalyst class is: 7. Product: [CH3:1][O:2][C:3](=[O:11])[C:4]1[CH:9]=[CH:8][CH:7]=[C:6]([O:10][C@@H:21]([C:20]([O:19][CH2:12][C:13]2[CH:18]=[CH:17][CH:16]=[CH:15][CH:14]=2)=[O:24])[CH3:22])[CH:5]=1.